This data is from Full USPTO retrosynthesis dataset with 1.9M reactions from patents (1976-2016). The task is: Predict the reactants needed to synthesize the given product. (1) Given the product [N+:17]([C:4]1[C:5]2[C:9]([CH:10]=[C:2]([C:28]3[CH:33]=[CH:32][CH:31]=[C:30]([O:34][CH:35]4[CH2:40][CH2:39][CH2:38][CH2:37][O:36]4)[CH:29]=3)[CH:3]=1)=[N:8][N:7]([CH:11]1[CH2:16][CH2:15][CH2:14][CH2:13][O:12]1)[CH:6]=2)([O-:19])=[O:18], predict the reactants needed to synthesize it. The reactants are: Br[C:2]1[CH:3]=[C:4]([N+:17]([O-:19])=[O:18])[C:5]2[C:9]([CH:10]=1)=[N:8][N:7]([CH:11]1[CH2:16][CH2:15][CH2:14][CH2:13][O:12]1)[CH:6]=2.CC1(C)C(C)(C)OB([C:28]2[CH:29]=[C:30]([O:34][CH:35]3[CH2:40][CH2:39][CH2:38][CH2:37][O:36]3)[CH:31]=[CH:32][CH:33]=2)O1.C(=O)([O-])O.[Na+].C(O)(C)C. (2) Given the product [F:19][C:2]1([F:1])[O:6][C:5]2[CH:7]=[C:8]([CH3:18])[C:9]([C:11]3[CH:12]=[CH:13][C:14]([NH:17][C:28]([C:26]4[N:22]([CH3:21])[CH:23]=[CH:25][CH:27]=4)=[O:29])=[N:15][CH:16]=3)=[CH:10][C:4]=2[O:3]1, predict the reactants needed to synthesize it. The reactants are: [F:1][C:2]1([F:19])[O:6][C:5]2[CH:7]=[C:8]([CH3:18])[C:9]([C:11]3[CH:12]=[CH:13][C:14]([NH2:17])=[N:15][CH:16]=3)=[CH:10][C:4]=2[O:3]1.C[CH2:21][N:22]([CH:26]([CH3:28])[CH3:27])[CH:23]([CH3:25])C.[O:29]1CCCC1. (3) Given the product [OH:3][N:1]=[C:7]([C:6](=[O:5])[CH2:13][CH2:14][C:15]([O:17][CH2:18][CH3:19])=[O:16])[C:8]([O:10][CH2:11][CH3:12])=[O:9], predict the reactants needed to synthesize it. The reactants are: [N:1]([O-:3])=O.[Na+].[O:5]=[C:6]([CH2:13][CH2:14][C:15]([O:17][CH2:18][CH3:19])=[O:16])[CH2:7][C:8]([O:10][CH2:11][CH3:12])=[O:9].